From a dataset of Reaction yield outcomes from USPTO patents with 853,638 reactions. Predict the reaction yield, written as a fraction of the theoretical maximum amount of product (1.0 means a 100% yield; for example, 0.34 means a 34% yield). (1) The reactants are [H-].[Na+].NC1C=CC=CC=1.[CH3:10][C:11]1[CH2:15][C:14]([CH3:16])=[C:13]([CH3:17])[C:12]=1[CH3:18].Cl[Si:20]([C:33]1[CH:38]=[CH:37][CH:36]=[CH:35][CH:34]=1)([C:27]1[CH:32]=[CH:31][CH:30]=[CH:29][CH:28]=1)[C:21]1[CH:26]=[CH:25][CH:24]=[CH:23][CH:22]=1.C(=O)([O-])O.[Na+].C(=O)([O-])[O-].[Na+].[Na+]. The catalyst is O1CCCC1.C1(C)C=CC=CC=1. The product is [C:33]1([Si:20]([C:21]2[CH:22]=[CH:23][CH:24]=[CH:25][CH:26]=2)([C:27]2[CH:32]=[CH:31][CH:30]=[CH:29][CH:28]=2)[C:15]2[CH:14]([CH3:16])[C:13]([CH3:17])=[C:12]([CH3:18])[C:11]=2[CH3:10])[CH:34]=[CH:35][CH:36]=[CH:37][CH:38]=1. The yield is 0.663. (2) The reactants are S(Cl)(Cl)=O.[Cl:5][C:6]1[C:14]([Cl:15])=[CH:13][C:12]([N+:16]([O-:18])=[O:17])=[CH:11][C:7]=1[C:8]([OH:10])=O.O.[CH3:20]COC(C)=O. The catalyst is CN(C=O)C. The product is [Cl:5][C:6]1[C:14]([Cl:15])=[CH:13][C:12]([N+:16]([O-:18])=[O:17])=[CH:11][C:7]=1[C:8](=[O:10])[CH3:20]. The yield is 0.820. (3) The reactants are [Cl:1][C:2]1[CH:10]=[C:6]([C:7]([OH:9])=O)[C:5]([OH:11])=[CH:4][CH:3]=1.[F:12][C:13]([F:26])([F:25])[C:14]1[CH:15]=[C:16]([CH:18]=[C:19]([C:21]([F:24])([F:23])[F:22])[CH:20]=1)[NH2:17]. No catalyst specified. The product is [F:12][C:13]([F:25])([F:26])[C:14]1[CH:15]=[C:16]([NH:17][C:7](=[O:9])[C:6]2[CH:10]=[C:2]([Cl:1])[CH:3]=[CH:4][C:5]=2[OH:11])[CH:18]=[C:19]([C:21]([F:22])([F:24])[F:23])[CH:20]=1. The yield is 0.855. (4) The reactants are [F:1][C:2]1[CH:16]=[CH:15][C:5]2[C:6]([CH:9]3[CH2:14][CH2:13][NH:12][CH2:11][CH2:10]3)=[N:7][O:8][C:4]=2[CH:3]=1.C(=O)([O-])[O-].[Na+].[Na+].[I-].[K+].[CH3:25][N:26]([CH:28]=[O:29])[CH3:27]. The catalyst is O. The product is [F:1][C:2]1[CH:16]=[CH:15][C:5]2[C:6]([CH:9]3[CH2:10][CH2:11][N:12]([CH2:3][CH2:4][C:5]4[C:28](=[O:29])[N:26]5[CH2:27][CH2:15][CH2:16][CH2:2][C:25]5=[N:7][C:6]=4[CH3:9])[CH2:13][CH2:14]3)=[N:7][O:8][C:4]=2[CH:3]=1. The yield is 0.460. (5) The reactants are Cl.[NH2:2][C@@H:3]([C:11]([CH3:14])([CH3:13])[CH3:12])[C:4]([O:6][C:7]([CH3:10])([CH3:9])[CH3:8])=[O:5].[C:15](=O)([O:24][C@H:25]1[CH2:29][CH2:28][O:27][CH2:26]1)[O:16]N1C(=O)CCC1=O.CCN(C(C)C)C(C)C. The catalyst is C1COCC1. The product is [CH3:12][C:11]([CH3:14])([CH3:13])[C@H:3]([NH:2][C:15]([O:24][C@H:25]1[CH2:29][CH2:28][O:27][CH2:26]1)=[O:16])[C:4]([O:6][C:7]([CH3:8])([CH3:10])[CH3:9])=[O:5]. The yield is 0.550. (6) The reactants are [CH3:1][C:2]1[C:12]([CH3:13])=[CH:11][CH:10]=[CH:9][C:3]=1[O:4][CH2:5][C:6]([NH2:8])=[O:7].[O-:14]S(OOS([O-])(=O)=O)(=O)=O.[K+].[K+].CC#N. The catalyst is O.O.O.O.O.S([O-])([O-])(=O)=O.[Cu+2].O. The product is [CH:1]([C:2]1[C:12]([CH3:13])=[CH:11][CH:10]=[CH:9][C:3]=1[O:4][CH2:5][C:6]([NH2:8])=[O:7])=[O:14]. The yield is 0.110. (7) The product is [CH3:9][O:8][C:5]1[CH:4]=[C:3]2[C:10]3([C:18]4[C:13](=[CH:14][CH:15]=[CH:16][CH:17]=4)[N:12]([CH2:19][C:20]4[O:21][C:22]([C:25]([F:26])([F:27])[F:28])=[CH:23][CH:24]=4)[C:11]3=[O:29])[CH2:30][O:31][C:2]2=[CH:7][N:6]=1. The catalyst is O1CCCC1. The reactants are O[C:2]1[C:3]([C:10]2([CH2:30][OH:31])[C:18]3[C:13](=[CH:14][CH:15]=[CH:16][CH:17]=3)[N:12]([CH2:19][C:20]3[O:21][C:22]([C:25]([F:28])([F:27])[F:26])=[CH:23][CH:24]=3)[C:11]2=[O:29])=[CH:4][C:5]([O:8][CH3:9])=[N:6][CH:7]=1.C1(P(C2C=CC=CC=2)C2C=CC=CC=2)C=CC=CC=1. The yield is 0.260. (8) The reactants are C1COCC1.[NH2:6][C:7]1[C:12]2=[C:13]([C:23]3[CH:28]=[CH:27][C:26]([NH:29][C:30]([NH:32][C:33]4[CH:38]=[C:37]([C:39]([F:42])([F:41])[F:40])[CH:36]=[CH:35][C:34]=4[F:43])=[O:31])=[CH:25][CH:24]=3)[C:14]([CH2:16][CH2:17][C:18](OCC)=[O:19])=[CH:15][N:11]2[N:10]=[CH:9][N:8]=1.CC(C[AlH]CC(C)C)C. The catalyst is CCOC(C)=O. The product is [NH2:6][C:7]1[C:12]2=[C:13]([C:23]3[CH:28]=[CH:27][C:26]([NH:29][C:30]([NH:32][C:33]4[CH:38]=[C:37]([C:39]([F:40])([F:41])[F:42])[CH:36]=[CH:35][C:34]=4[F:43])=[O:31])=[CH:25][CH:24]=3)[C:14]([CH2:16][CH2:17][CH2:18][OH:19])=[CH:15][N:11]2[N:10]=[CH:9][N:8]=1. The yield is 0.980. (9) The catalyst is CN(C=O)C.O. The yield is 0.990. The reactants are [CH2:1]([O:8][C:9]1[CH:14]=[CH:13][C:12]([OH:15])=[C:11]([N+:16]([O-:18])=[O:17])[CH:10]=1)[C:2]1[CH:7]=[CH:6][CH:5]=[CH:4][CH:3]=1.[C:19]([O-])([O-])=O.[K+].[K+].CI. The product is [CH2:1]([O:8][C:9]1[CH:14]=[CH:13][C:12]([O:15][CH3:19])=[C:11]([N+:16]([O-:18])=[O:17])[CH:10]=1)[C:2]1[CH:3]=[CH:4][CH:5]=[CH:6][CH:7]=1.